This data is from Peptide-MHC class II binding affinity with 134,281 pairs from IEDB. The task is: Regression. Given a peptide amino acid sequence and an MHC pseudo amino acid sequence, predict their binding affinity value. This is MHC class II binding data. (1) The peptide sequence is HKDSDVPSCPFCANK. The MHC is DRB1_0101 with pseudo-sequence DRB1_0101. The binding affinity (normalized) is 0.257. (2) The peptide sequence is QAMASTEGNVTGMFA. The MHC is HLA-DQA10101-DQB10501 with pseudo-sequence HLA-DQA10101-DQB10501. The binding affinity (normalized) is 0.